From a dataset of Reaction yield outcomes from USPTO patents with 853,638 reactions. Predict the reaction yield, written as a fraction of the theoretical maximum amount of product (1.0 means a 100% yield; for example, 0.34 means a 34% yield). (1) The reactants are [Br:1][C:2]1[CH:9]=[CH:8][CH:7]=[CH:6][C:3]=1[CH:4]=O.C([O-])([O-])=O.[Cs+].[Cs+].C([N:19]1[CH2:24][C:23](=[O:25])[N:22]([C:26](=[O:28])[CH3:27])[CH:21]([CH2:29][C:30]2[CH:35]=[CH:34][CH:33]=[CH:32][CH:31]=2)[C:20]1=[O:36])(=O)C.C(O)(=O)CC(CC(O)=O)(C(O)=O)O. The catalyst is CN(C)C=O.O. The product is [C:26]([N:22]1[CH:21]([CH2:29][C:30]2[CH:31]=[CH:32][CH:33]=[CH:34][CH:35]=2)[C:20](=[O:36])[NH:19][C:24](=[CH:4][C:3]2[CH:6]=[CH:7][CH:8]=[CH:9][C:2]=2[Br:1])[C:23]1=[O:25])(=[O:28])[CH3:27]. The yield is 0.480. (2) The reactants are [H-].[Na+].[CH2:3]([O:10][C:11]1[CH:16]=[CH:15][C:14]([OH:17])=[CH:13][CH:12]=1)[C:4]1C=CC=CC=1.Cl.[N:19](=[CH:27][CH2:28]Cl)[CH2:20][CH2:21][CH2:22][CH2:23]CCCl.C([O-])=O.[NH4+]. The catalyst is C(OCC)(=O)C.CO.[Pd].O.CN(C=O)C. The product is [N:19]1([CH2:4][CH2:3][O:10][C:11]2[CH:12]=[CH:13][C:14]([OH:17])=[CH:15][CH:16]=2)[CH2:20][CH2:21][CH2:22][CH2:23][CH2:28][CH2:27]1. The yield is 0.640. (3) The reactants are [O:1]1[C:5]2=[CH:6][N:7]=[CH:8][CH:9]=[C:4]2[CH:3]=[C:2]1[C:10]([NH:12][CH2:13][C:14]1[N:19]=[CH:18][C:17]([S:20]([CH:23]2[CH2:28][CH2:27][N:26](C(OC(C)(C)C)=O)[CH2:25][CH2:24]2)(=[O:22])=[O:21])=[CH:16][CH:15]=1)=[O:11]. The catalyst is FC(F)(F)C(O)=O. The product is [NH:26]1[CH2:27][CH2:28][CH:23]([S:20]([C:17]2[CH:16]=[CH:15][C:14]([CH2:13][NH:12][C:10]([C:2]3[O:1][C:5]4=[CH:6][N:7]=[CH:8][CH:9]=[C:4]4[CH:3]=3)=[O:11])=[N:19][CH:18]=2)(=[O:22])=[O:21])[CH2:24][CH2:25]1. The yield is 0.130. (4) The reactants are [Cl:1][C:2]1[C:3]([CH3:11])=[C:4]([CH:8]=[CH:9][CH:10]=1)[C:5]([OH:7])=[O:6].[Cl:12]N1C(=O)CCC1=O.C(=O)([O-])[O-].[Cs+].[Cs+].I[CH2:27][CH3:28]. The catalyst is CN(C)C=O.C([O-])(=O)C.[Pd+2].C([O-])(=O)C.C(OC)(C)(C)C.O. The product is [Cl:1][C:2]1[C:3]([CH3:11])=[C:4]([C:8]([Cl:12])=[CH:9][CH:10]=1)[C:5]([O:7][CH2:27][CH3:28])=[O:6]. The yield is 0.800. (5) The reactants are [C:1]1([CH2:7][CH2:8][N+:9]([O-:11])=[O:10])[CH:6]=[CH:5][CH:4]=[CH:3][CH:2]=1.[F-].C([N+](CCCC)(CCCC)CCCC)CCC.[CH2:30]([O:37][C@H:38]1[CH2:42][N:41]([C:43]([O:45][C:46]([CH3:49])([CH3:48])[CH3:47])=[O:44])[C@H:40]([CH:50]=[O:51])[CH2:39]1)[C:31]1[CH:36]=[CH:35][CH:34]=[CH:33][CH:32]=1. The catalyst is C1COCC1.C(OCC)(=O)C. The product is [CH2:30]([O:37][C@H:38]1[CH2:42][N:41]([C:43]([O:45][C:46]([CH3:47])([CH3:48])[CH3:49])=[O:44])[C@@H:40]([C@@H:50]([OH:51])[C@@H:8]([N+:9]([O-:11])=[O:10])[CH2:7][C:1]2[CH:6]=[CH:5][CH:4]=[CH:3][CH:2]=2)[CH2:39]1)[C:31]1[CH:36]=[CH:35][CH:34]=[CH:33][CH:32]=1. The yield is 0.350. (6) The reactants are [S:1](=[O:5])(=O)(O)[OH:2].CS[C@@H:8]1[CH2:16][N:15]2[C@@H:10]([CH2:11][C:12](=[O:17])[CH2:13][CH2:14]2)[CH2:9]1.OO.[C:20](=O)([O-])O.[Na+]. The catalyst is CO.O.O.[O-][W]([O-])(=O)=O.[Na+].[Na+]. The product is [CH3:20][S:1]([C@@H:8]1[CH2:16][N:15]2[C@@H:10]([CH2:11][C:12](=[O:17])[CH2:13][CH2:14]2)[CH2:9]1)(=[O:5])=[O:2]. The yield is 0.710.